This data is from Peptide-MHC class I binding affinity with 185,985 pairs from IEDB/IMGT. The task is: Regression. Given a peptide amino acid sequence and an MHC pseudo amino acid sequence, predict their binding affinity value. This is MHC class I binding data. (1) The binding affinity (normalized) is 0.917. The MHC is HLA-A30:01 with pseudo-sequence HLA-A30:01. The peptide sequence is KVRSNAALG. (2) The peptide sequence is YLYGLSPAI. The MHC is HLA-A68:02 with pseudo-sequence HLA-A68:02. The binding affinity (normalized) is 0.422. (3) The peptide sequence is ISYGGGWRL. The MHC is HLA-B15:17 with pseudo-sequence HLA-B15:17. The binding affinity (normalized) is 1.00. (4) The peptide sequence is KRINSLIKY. The MHC is HLA-A26:01 with pseudo-sequence HLA-A26:01. The binding affinity (normalized) is 0.0847. (5) The peptide sequence is FSGKEPISDY. The MHC is HLA-A03:01 with pseudo-sequence HLA-A03:01. The binding affinity (normalized) is 0. (6) The peptide sequence is APSYRNFSF. The MHC is HLA-A02:01 with pseudo-sequence HLA-A02:01. The binding affinity (normalized) is 0.0847. (7) The peptide sequence is ALFHKVQSY. The MHC is HLA-B07:02 with pseudo-sequence HLA-B07:02. The binding affinity (normalized) is 0.0847. (8) The peptide sequence is YTLNNGVAM. The MHC is HLA-B58:01 with pseudo-sequence HLA-B58:01. The binding affinity (normalized) is 0.0847. (9) The peptide sequence is STYSNKRAM. The MHC is H-2-Kb with pseudo-sequence H-2-Kb. The binding affinity (normalized) is 0.377. (10) The peptide sequence is CMLTEFLHY. The MHC is HLA-A26:01 with pseudo-sequence HLA-A26:01. The binding affinity (normalized) is 0.165.